This data is from Reaction yield outcomes from USPTO patents with 853,638 reactions. The task is: Predict the reaction yield, written as a fraction of the theoretical maximum amount of product (1.0 means a 100% yield; for example, 0.34 means a 34% yield). (1) The reactants are [Cl:1][C:2]1[N:7]=[CH:6][C:5]([N:8]2[C@H:15]3[C@H:10]([CH2:11][CH2:12][NH:13][CH2:14]3)[CH2:9]2)=[CH:4][C:3]=1[CH3:16].[C:17]([OH:24])(=[O:23])/[CH:18]=[CH:19]/[C:20]([OH:22])=[O:21]. No catalyst specified. The product is [C:17]([OH:24])(=[O:23])/[CH:18]=[CH:19]/[C:20]([OH:22])=[O:21].[Cl:1][C:2]1[N:7]=[CH:6][C:5]([N:8]2[C@H:15]3[C@H:10]([CH2:11][CH2:12][NH:13][CH2:14]3)[CH2:9]2)=[CH:4][C:3]=1[CH3:16]. The yield is 0.700. (2) The reactants are C(O[Na])(C)(C)C.[O:7]=[C:8]([CH3:17])[CH2:9][C:10]([O:12][C:13]([CH3:16])([CH3:15])[CH3:14])=[O:11].[C:18]1([S:24][CH2:25][C:26](Cl)=[O:27])[CH:23]=[CH:22][CH:21]=[CH:20][CH:19]=1.Cl. The catalyst is C1COCC1. The product is [C:8]([CH:9]([C:26](=[O:27])[CH2:25][S:24][C:18]1[CH:23]=[CH:22][CH:21]=[CH:20][CH:19]=1)[C:10]([O:12][C:13]([CH3:16])([CH3:15])[CH3:14])=[O:11])(=[O:7])[CH3:17]. The yield is 0.337. (3) The reactants are [C:1]([C:3]1[CH:8]=[CH:7][C:6]([N:9]2[C:13]3=[N:14][CH:15]=[CH:16][C:17]([C:18]4[CH:19]=[N:20][C:21]5[C:26]([CH:27]=4)=[CH:25][CH:24]=[CH:23][CH:22]=5)=[C:12]3[C:11]([CH:28]([CH3:30])[CH3:29])=[N:10]2)=[CH:5][C:4]=1[NH:31][CH:32]1[CH2:37][CH2:36][N:35](C(OC(C)(C)C)=O)[CH2:34][CH2:33]1)#[N:2].C(Cl)(Cl)Cl.O.C(=O)(O)[O-].[Na+]. The catalyst is FC(F)(F)C(O)=O. The product is [CH:28]([C:11]1[C:12]2[C:13](=[N:14][CH:15]=[CH:16][C:17]=2[C:18]2[CH:19]=[N:20][C:21]3[C:26]([CH:27]=2)=[CH:25][CH:24]=[CH:23][CH:22]=3)[N:9]([C:6]2[CH:7]=[CH:8][C:3]([C:1]#[N:2])=[C:4]([NH:31][CH:32]3[CH2:33][CH2:34][NH:35][CH2:36][CH2:37]3)[CH:5]=2)[N:10]=1)([CH3:30])[CH3:29]. The yield is 0.560. (4) The reactants are [NH2:1][C:2]1[C:11]2[C:6](=[C:7](I)[CH:8]=[CH:9][CH:10]=2)[N:5]=[N:4][C:3]=1[C:13]([NH:15][CH2:16][CH2:17][CH3:18])=[O:14].[CH3:19][C:20]1[CH:25]=[CH:24][C:23]([Sn](C)(C)C)=[CH:22][N:21]=1. No catalyst specified. The product is [NH2:1][C:2]1[C:11]2[C:6](=[C:7]([C:23]3[CH:22]=[N:21][C:20]([CH3:19])=[CH:25][CH:24]=3)[CH:8]=[CH:9][CH:10]=2)[N:5]=[N:4][C:3]=1[C:13]([NH:15][CH2:16][CH2:17][CH3:18])=[O:14]. The yield is 0.760.